This data is from Reaction yield outcomes from USPTO patents with 853,638 reactions. The task is: Predict the reaction yield, written as a fraction of the theoretical maximum amount of product (1.0 means a 100% yield; for example, 0.34 means a 34% yield). (1) The reactants are [Cl:1][C:2]1[CH:3]=[C:4]([OH:11])[CH:5]=[C:6]([F:10])[C:7]=1[CH2:8][OH:9].[CH2:12](Br)[CH2:13][CH2:14][CH3:15]. No catalyst specified. The product is [CH2:12]([O:11][C:4]1[CH:5]=[C:6]([F:10])[C:7]([CH2:8][OH:9])=[C:2]([Cl:1])[CH:3]=1)[CH2:13][CH2:14][CH3:15]. The yield is 0.700. (2) The reactants are I[C:2]1[CH:7]=[CH:6][N:5]=[C:4]([CH3:8])[CH:3]=1.B1(B2OC(C)(C)C(C)(C)O2)OC(C)(C)C(C)(C)O1.C([O-])(=O)C.[K+].C(=O)([O-])[O-].[Na+].[Na+].[F:38][C:39]([F:70])([F:69])[C:40]1[CH:41]=[C:42]([CH:62]=[C:63]([C:65]([F:68])([F:67])[F:66])[CH:64]=1)[CH2:43][N:44]([CH3:61])[C:45](=[O:60])[C:46]1[C:51]([C:52]2[CH:57]=[CH:56][CH:55]=[CH:54][C:53]=2[CH3:58])=[CH:50][C:49](I)=[N:48][CH:47]=1. The catalyst is CN(C)C=O.C(=O)(O)[O-].[Na+].[CH-]1C=C(P(C2C=CC=CC=2)C2C=CC=CC=2)C=C1.[CH-]1C=C(P(C2C=CC=CC=2)C2C=CC=CC=2)C=C1.Cl[Pd]Cl.[Fe+2]. The product is [F:38][C:39]([F:70])([F:69])[C:40]1[CH:41]=[C:42]([CH:62]=[C:63]([C:65]([F:68])([F:67])[F:66])[CH:64]=1)[CH2:43][N:44]([CH3:61])[C:45]([C:46]1[C:51]([C:52]2[CH:57]=[CH:56][CH:55]=[CH:54][C:53]=2[CH3:58])=[CH:50][C:49]([C:2]2[CH:7]=[CH:6][N:5]=[C:4]([CH3:8])[CH:3]=2)=[N:48][CH:47]=1)=[O:60]. The yield is 0.780. (3) The reactants are [C:1]([O:5][C:6]([N:8]1[CH2:13][CH2:12][CH:11]([CH2:14][CH2:15]O)[CH2:10][CH2:9]1)=[O:7])([CH3:4])([CH3:3])[CH3:2].C1C=CC(P(C2C=CC=CC=2)C2C=CC=CC=2)=CC=1.N1C=CN=C1.[I:41]I. The catalyst is C1(C)C=CC=CC=1. The product is [C:1]([O:5][C:6]([N:8]1[CH2:13][CH2:12][CH:11]([CH2:14][CH2:15][I:41])[CH2:10][CH2:9]1)=[O:7])([CH3:4])([CH3:3])[CH3:2]. The yield is 0.830. (4) The reactants are [O:1]=[C:2]1[CH:11]=[CH:10][C:9]2[CH:8]=[CH:7][C:6]3[O:12][CH2:13][CH2:14][O:15][C:5]=3[C:4]=2[N:3]1[CH2:16][CH2:17][N:18]1[CH2:23][CH2:22][CH:21]([NH:24]C(=O)OC(C)(C)C)[CH2:20][CH2:19]1.Cl. The catalyst is C(Cl)(Cl)Cl.O1CCOCC1.CO. The product is [NH2:24][CH:21]1[CH2:20][CH2:19][N:18]([CH2:17][CH2:16][N:3]2[C:4]3[C:5]4[O:15][CH2:14][CH2:13][O:12][C:6]=4[CH:7]=[CH:8][C:9]=3[CH:10]=[CH:11][C:2]2=[O:1])[CH2:23][CH2:22]1. The yield is 0.550. (5) The reactants are [C:1]([C@H:4]1[C@H:9]2[CH2:10][C@H:6]([CH:7]=[CH:8]2)[C@H:5]1[NH:11][C:12]1[C:17]([Cl:18])=[CH:16][N:15]=[C:14]2[NH:19][C:20]([C:22]3[CH:23]=[C:24]([CH:40]=[CH:41][CH:42]=3)[C:25]([N:27]3[CH2:32][CH2:31][N:30](C(OC(C)(C)C)=O)[CH2:29][CH2:28]3)=[O:26])=[N:21][C:13]=12)(=[O:3])[NH2:2]. The catalyst is C(O)(C(F)(F)F)=O.C(Cl)Cl. The product is [Cl:18][C:17]1[C:12]([NH:11][C@@H:5]2[C@@H:6]3[CH2:10][C@@H:9]([CH:8]=[CH:7]3)[C@@H:4]2[C:1]([NH2:2])=[O:3])=[C:13]2[N:21]=[C:20]([C:22]3[CH:42]=[CH:41][CH:40]=[C:24]([C:25]([N:27]4[CH2:32][CH2:31][NH:30][CH2:29][CH2:28]4)=[O:26])[CH:23]=3)[NH:19][C:14]2=[N:15][CH:16]=1. The yield is 0.560. (6) The reactants are [Cl:1][C:2]1[C:3]([C:12]2[CH:17]=[CH:16][C:15]([NH2:18])=[CH:14][CH:13]=2)=[CH:4][C:5]2[O:9][C:8]([CH3:10])=[N:7][C:6]=2[CH:11]=1.[F:19][C:20]1[CH:28]=[CH:27][CH:26]=[CH:25][C:21]=1[C:22](Cl)=[O:23].CCN(C(C)C)C(C)C.C([O-])(O)=O.[Na+].C(Cl)Cl. The catalyst is CN(C1C=CN=CC=1)C.C(Cl)Cl. The product is [Cl:1][C:2]1[C:3]([C:12]2[CH:17]=[CH:16][C:15]([NH:18][C:22]([C:21]3[CH:25]=[CH:26][CH:27]=[CH:28][C:20]=3[F:19])=[O:23])=[CH:14][CH:13]=2)=[CH:4][C:5]2[O:9][C:8]([CH3:10])=[N:7][C:6]=2[CH:11]=1. The yield is 0.575.